Task: Predict the reactants needed to synthesize the given product.. Dataset: Full USPTO retrosynthesis dataset with 1.9M reactions from patents (1976-2016) (1) The reactants are: C(N(C(C)C)CC)(C)C.Br[CH2:11][C:12]#[C:13][CH3:14].[CH3:15][O:16][C:17]([C:19]1[C:23]2[N:24]=[CH:25][N:26]([CH2:29][C:30]3[C:39]4[C:34](=[CH:35][CH:36]=[CH:37][CH:38]=4)[CH:33]=[CH:32][N:31]=3)[C:27](=[O:28])[C:22]=2[NH:21][C:20]=1[Cl:40])=[O:18]. Given the product [CH3:15][O:16][C:17]([C:19]1[C:23]2[N:24]=[CH:25][N:26]([CH2:29][C:30]3[C:39]4[C:34](=[CH:35][CH:36]=[CH:37][CH:38]=4)[CH:33]=[CH:32][N:31]=3)[C:27](=[O:28])[C:22]=2[N:21]([CH2:11][C:12]#[C:13][CH3:14])[C:20]=1[Cl:40])=[O:18], predict the reactants needed to synthesize it. (2) The reactants are: N.[CH2:2]([O:9][C:10]1[CH:11]=[C:12]([CH:14]=[CH:15][CH:16]=1)[NH2:13])[C:3]1[CH:8]=[CH:7][CH:6]=[CH:5][CH:4]=1.[C:17](C1NC=CN=1)(C1NC=CN=1)=[S:18]. Given the product [CH2:2]([O:9][C:10]1[CH:11]=[C:12]([N:13]=[C:17]=[S:18])[CH:14]=[CH:15][CH:16]=1)[C:3]1[CH:4]=[CH:5][CH:6]=[CH:7][CH:8]=1, predict the reactants needed to synthesize it. (3) Given the product [Cl:34][C:32]1[C:31](=[O:35])[N:30]([CH3:36])[CH:29]=[C:28]([N:27]2[C:8](=[O:9])[C:10]3[CH:14]=[CH:13][N:12]([CH:15]([CH3:16])[CH3:17])[C:11]=3[CH:18]2[C:19]2[CH:20]=[CH:21][C:22]([C:25]#[N:26])=[CH:23][CH:24]=2)[CH:33]=1, predict the reactants needed to synthesize it. The reactants are: [Cl-].C[Al+]C.C(O[C:8]([C:10]1[CH:14]=[CH:13][N:12]([CH:15]([CH3:17])[CH3:16])[C:11]=1[CH:18]([NH:27][C:28]1[CH:33]=[C:32]([Cl:34])[C:31](=[O:35])[N:30]([CH3:36])[CH:29]=1)[C:19]1[CH:24]=[CH:23][C:22]([C:25]#[N:26])=[CH:21][CH:20]=1)=[O:9])C. (4) Given the product [Cl:8][C:9]1[CH:14]=[CH:13][CH:12]=[CH:11][C:10]=1[C:2]1[CH:7]=[N:6][CH:5]=[CH:4][N:3]=1, predict the reactants needed to synthesize it. The reactants are: Br[C:2]1[CH:7]=[N:6][CH:5]=[CH:4][N:3]=1.[Cl:8][C:9]1[CH:14]=[CH:13][CH:12]=[CH:11][C:10]=1B(O)O.C([O-])([O-])=O.[Na+].[Na+].C(Cl)Cl. (5) Given the product [CH3:23][N:2]([CH3:1])[CH2:3][CH2:4][CH:5]([C:7]1[CH:12]=[CH:11][C:10]([O:13][CH2:14][CH2:15][CH2:16][N:17]2[CH2:18][CH2:19][CH2:20][CH2:21][CH2:22]2)=[CH:9][CH:8]=1)[OH:6], predict the reactants needed to synthesize it. The reactants are: [CH3:1][N:2]([CH3:23])[CH2:3][CH2:4][C:5]([C:7]1[CH:12]=[CH:11][C:10]([O:13][CH2:14][CH2:15][CH2:16][N:17]2[CH2:22][CH2:21][CH2:20][CH2:19][CH2:18]2)=[CH:9][CH:8]=1)=[O:6].[BH4-].[Na+]. (6) Given the product [C:12]([NH:11][C:7]1[C:6]([Br:15])=[C:5]2[C:10](=[CH:9][CH:8]=1)[C:2](=[O:1])[CH2:3][CH2:4]2)(=[O:14])[CH3:13], predict the reactants needed to synthesize it. The reactants are: [O:1]=[C:2]1[C:10]2[C:5](=[CH:6][C:7]([NH:11][C:12](=[O:14])[CH3:13])=[CH:8][CH:9]=2)[CH2:4][CH2:3]1.[Br:15]N1C(=O)CCC1=O. (7) Given the product [CH3:13][O:14][C:15](=[O:22])[CH2:16][CH2:17][S:18](=[O:20])(=[O:19])[NH:6][CH2:1][CH2:2][CH2:3][CH:4]=[CH2:5], predict the reactants needed to synthesize it. The reactants are: [CH2:1]([NH2:6])[CH2:2][CH2:3][CH:4]=[CH2:5].C([O-])([O-])=O.[Na+].[Na+].[CH3:13][O:14][C:15](=[O:22])[CH2:16][CH2:17][S:18](Cl)(=[O:20])=[O:19]. (8) Given the product [CH3:15][C:14]([CH3:16])=[CH:13][CH2:12][N:6]1[CH:7]=[CH:8][C:4]([N+:1]([O-:3])=[O:2])=[N:5]1, predict the reactants needed to synthesize it. The reactants are: [N+:1]([C:4]1[CH:8]=[CH:7][NH:6][N:5]=1)([O-:3])=[O:2].[H-].[Na+].Br[CH2:12][CH:13]=[C:14]([CH3:16])[CH3:15]. (9) Given the product [CH2:9]([O:20][CH2:21][CH2:22][CH2:23][CH2:24][CH2:25][C:26]([OH:28])=[O:27])[C:10]1[CH:15]=[CH:14][CH:13]=[CH:12][CH:11]=1, predict the reactants needed to synthesize it. The reactants are: C1(=O)OCCCCC1.[CH2:9](Br)[C:10]1[CH:15]=[CH:14][CH:13]=[CH:12][CH:11]=1.[OH-].[K+].Cl.[OH:20][CH2:21][CH2:22][CH2:23][CH2:24][CH2:25][C:26]([OH:28])=[O:27].[OH-].[Na+].